From a dataset of Catalyst prediction with 721,799 reactions and 888 catalyst types from USPTO. Predict which catalyst facilitates the given reaction. (1) Product: [CH2:1]([N:8]1[CH2:13][CH2:12][N:11]([C:14]2[CH:23]=[CH:22][C:21]([N+:24]([O-:26])=[O:25])=[CH:20][C:15]=2[C:16]([O:18][CH3:19])=[O:17])[CH:10]([CH2:27][O:28][S:37]([CH3:36])(=[O:39])=[O:38])[CH2:9]1)[C:2]1[CH:3]=[CH:4][CH:5]=[CH:6][CH:7]=1. Reactant: [CH2:1]([N:8]1[CH2:13][CH2:12][N:11]([C:14]2[CH:23]=[CH:22][C:21]([N+:24]([O-:26])=[O:25])=[CH:20][C:15]=2[C:16]([O:18][CH3:19])=[O:17])[CH:10]([CH2:27][OH:28])[CH2:9]1)[C:2]1[CH:7]=[CH:6][CH:5]=[CH:4][CH:3]=1.C(N(CC)CC)C.[CH3:36][S:37](Cl)(=[O:39])=[O:38]. The catalyst class is: 4. (2) The catalyst class is: 25. Reactant: [CH2:1]([O:8][C:9]1[CH:10]=[C:11]([CH:21]=[CH:22][C:23]=1[N+:24]([O-])=O)[CH2:12][CH:13]1[NH:19][C:18](=[O:20])[CH2:17][CH2:16][CH2:15][CH2:14]1)[C:2]1[CH:7]=[CH:6][CH:5]=[CH:4][CH:3]=1.O.O.[Sn](Cl)Cl.O. Product: [NH2:24][C:23]1[CH:22]=[CH:21][C:11]([CH2:12][CH:13]2[NH:19][C:18](=[O:20])[CH2:17][CH2:16][CH2:15][CH2:14]2)=[CH:10][C:9]=1[O:8][CH2:1][C:2]1[CH:3]=[CH:4][CH:5]=[CH:6][CH:7]=1. (3) Reactant: Cl.[Cl:2][C:3]1[CH:28]=[CH:27][C:6]2[N:7]3[C:11]([CH2:12][NH:13][CH2:14][C:5]=2[CH:4]=1)=[N:10][N:9]=[C:8]3[C@H:15]1[CH2:20][CH2:19][C@H:18]([C:21]2[CH:26]=[CH:25][CH:24]=[CH:23][CH:22]=2)[CH2:17][CH2:16]1.C(N(CC)CC)C.[C:36](Cl)(=[O:38])[CH3:37]. Product: [Cl:2][C:3]1[CH:28]=[CH:27][C:6]2[N:7]3[C:11]([CH2:12][N:13]([C:36](=[O:38])[CH3:37])[CH2:14][C:5]=2[CH:4]=1)=[N:10][N:9]=[C:8]3[C@H:15]1[CH2:20][CH2:19][C@H:18]([C:21]2[CH:22]=[CH:23][CH:24]=[CH:25][CH:26]=2)[CH2:17][CH2:16]1. The catalyst class is: 4. (4) Reactant: [NH2:1][C:2]1[N:7]=[CH:6][N:5]=[C:4]2[N:8]([CH2:18][C:19]3[N:28]([CH2:29][C:30]4[CH:35]=[CH:34][CH:33]=[CH:32][C:31]=4[Cl:36])[C:27](=[O:37])[C:26]4[C:21](=[CH:22][CH:23]=[CH:24][C:25]=4[C:38]#[C:39][Si](C(C)C)(C(C)C)C(C)C)[N:20]=3)[N:9]=[C:10]([C:11]3[CH:16]=[CH:15][CH:14]=[C:13]([OH:17])[CH:12]=3)[C:3]=12.[F-].C([N+](CCCC)(CCCC)CCCC)CCC. Product: [NH2:1][C:2]1[N:7]=[CH:6][N:5]=[C:4]2[N:8]([CH2:18][C:19]3[N:28]([CH2:29][C:30]4[CH:35]=[CH:34][CH:33]=[CH:32][C:31]=4[Cl:36])[C:27](=[O:37])[C:26]4[C:21](=[CH:22][CH:23]=[CH:24][C:25]=4[C:38]#[CH:39])[N:20]=3)[N:9]=[C:10]([C:11]3[CH:16]=[CH:15][CH:14]=[C:13]([OH:17])[CH:12]=3)[C:3]=12. The catalyst class is: 827.